This data is from Full USPTO retrosynthesis dataset with 1.9M reactions from patents (1976-2016). The task is: Predict the reactants needed to synthesize the given product. (1) Given the product [Si:1]([O:8][CH2:9][CH2:10][CH:11]([O:15][C:16]1[CH:17]=[N:18][CH:19]=[C:20]([F:40])[CH:21]=1)[C:12]([NH:68][NH:67][C:50]1[CH:51]=[C:52]([C:54]2[CH:59]=[CH:58][N:57]=[C:56]([NH:60][C:61]3[N:62]([CH3:66])[N:63]=[CH:64][CH:65]=3)[N:55]=2)[CH:53]=[C:48]([F:47])[N:49]=1)=[O:14])([C:4]([CH3:5])([CH3:6])[CH3:7])([CH3:2])[CH3:3], predict the reactants needed to synthesize it. The reactants are: [Si:1]([O:8][CH2:9][CH2:10][CH:11]([O:15][C:16]1[CH:17]=[N:18][CH:19]=[C:20](Cl)[CH:21]=1)[C:12]([OH:14])=O)([C:4]([CH3:7])([CH3:6])[CH3:5])([CH3:3])[CH3:2].CN(C(ON1N=NC2C=CC=NC1=2)=[N+](C)C)C.[F:40][P-](F)(F)(F)(F)F.[F:47][C:48]1[CH:53]=[C:52]([C:54]2[CH:59]=[CH:58][N:57]=[C:56]([NH:60][C:61]3[N:62]([CH3:66])[N:63]=[CH:64][CH:65]=3)[N:55]=2)[CH:51]=[C:50]([NH:67][NH2:68])[N:49]=1.CCN(C(C)C)C(C)C. (2) Given the product [F:1][C:2]1[CH:3]=[C:4]([CH:33]=[CH:34][CH:35]=1)[CH2:5][N:6]1[C:14]2[C:9](=[CH:10][C:11]([NH:15][C:16]3[C:25]4[C:20](=[CH:21][CH:22]=[CH:23][C:24]=4[O:26][C@H:27]([CH3:32])[C:28](=[O:29])[N:36]4[CH2:40][CH2:39][CH2:38][CH2:37]4)[N:19]=[CH:18][N:17]=3)=[CH:12][CH:13]=2)[CH:8]=[N:7]1, predict the reactants needed to synthesize it. The reactants are: [F:1][C:2]1[CH:3]=[C:4]([CH:33]=[CH:34][CH:35]=1)[CH2:5][N:6]1[C:14]2[C:9](=[CH:10][C:11]([NH:15][C:16]3[C:25]4[C:20](=[CH:21][CH:22]=[CH:23][C:24]=4[O:26][C@H:27]([CH3:32])[C:28](OC)=[O:29])[N:19]=[CH:18][N:17]=3)=[CH:12][CH:13]=2)[CH:8]=[N:7]1.[NH:36]1[CH2:40][CH2:39][CH2:38][CH2:37]1. (3) Given the product [CH:1]1([CH:7]([NH:10][C:21]([C:18]2[CH:19]=[C:20]3[C:15](=[CH:16][CH:17]=2)[NH:14][N:13]=[C:12]3[I:11])=[O:22])[CH2:8][CH3:9])[CH2:6][CH2:5][CH2:4][CH2:3][CH2:2]1, predict the reactants needed to synthesize it. The reactants are: [CH:1]1([CH:7]([NH2:10])[CH2:8][CH3:9])[CH2:6][CH2:5][CH2:4][CH2:3][CH2:2]1.[I:11][C:12]1[C:20]2[C:15](=[CH:16][CH:17]=[C:18]([C:21](O)=[O:22])[CH:19]=2)[NH:14][N:13]=1.CCN(C(C)C)C(C)C.CN(C(ON1N=NC2C=CC=CC1=2)=[N+](C)C)C.[B-](F)(F)(F)F. (4) Given the product [Br:8][C:13]1[CH:12]=[CH:11][C:10]([CH3:9])=[C:19]2[C:14]=1[CH:15]=[CH:16][CH:17]=[N:18]2, predict the reactants needed to synthesize it. The reactants are: C1C(=O)N([Br:8])C(=O)C1.[CH3:9][C:10]1[CH:11]=[CH:12][CH:13]=[C:14]2[C:19]=1[N:18]=[CH:17][CH:16]=[CH:15]2.[OH-].[Na+]. (5) Given the product [CH3:51][C:50]1[N:52]=[C:20]([C:19]2[CH:18]=[C:17]([N:14]3[CH2:13][C@H:12]4[N:8]([CH2:9][CH2:10][CH2:11]4)[C:7]4[N:26]=[C:3]([S:2][CH3:1])[N:4]=[CH:5][C:6]=4[C:15]3=[O:16])[CH:25]=[CH:24][CH:23]=2)[O:21][N:49]=1, predict the reactants needed to synthesize it. The reactants are: [CH3:1][S:2][C:3]1[N:4]=[CH:5][C:6]2[C:15](=[O:16])[N:14]([C:17]3[CH:18]=[C:19]([CH:23]=[CH:24][CH:25]=3)[C:20](O)=[O:21])[CH2:13][C@H:12]3[N:8]([CH2:9][CH2:10][CH2:11]3)[C:7]=2[N:26]=1.ON1C2C=CC=CC=2N=N1.C(N=C=NCCCN(C)C)C.O[NH:49][C:50](=[NH:52])[CH3:51].